From a dataset of Full USPTO retrosynthesis dataset with 1.9M reactions from patents (1976-2016). Predict the reactants needed to synthesize the given product. (1) Given the product [Br:16][C:13]1[S:12][C:11]([N:7]2[CH2:8][CH2:9][N:4]([CH:1]([CH3:3])[CH3:2])[CH2:5][CH2:6]2)=[N:15][CH:14]=1, predict the reactants needed to synthesize it. The reactants are: [CH:1]([N:4]1[CH2:9][CH2:8][NH:7][CH2:6][CH2:5]1)([CH3:3])[CH3:2].Br[C:11]1[S:12][C:13]([Br:16])=[CH:14][N:15]=1.CCN(C(C)C)C(C)C. (2) The reactants are: Cl[C:2]1[C:11]([C:12]([OH:14])=[O:13])=[CH:10][C:9]2[C:4](=[CH:5][CH:6]=[C:7]([Cl:15])[CH:8]=2)[N:3]=1.[NH2:16][CH:17]([CH2:21][C:22]1[N:23]=[CH:24][N:25]([CH2:27][C:28]2[CH:33]=[CH:32][C:31]([N+:34]([O-:36])=[O:35])=[C:30]([CH3:37])[CH:29]=2)[CH:26]=1)[C:18]([OH:20])=[O:19]. Given the product [C:18]([CH:17]([NH:16][C:2]1[C:11]([C:12]([OH:14])=[O:13])=[CH:10][C:9]2[C:4](=[CH:5][CH:6]=[C:7]([Cl:15])[CH:8]=2)[N:3]=1)[CH2:21][C:22]1[N:23]=[CH:24][N:25]([CH2:27][C:28]2[CH:33]=[CH:32][C:31]([N+:34]([O-:36])=[O:35])=[C:30]([CH3:37])[CH:29]=2)[CH:26]=1)([OH:20])=[O:19], predict the reactants needed to synthesize it. (3) Given the product [CH3:1][O:2][C:3]1[CH:4]=[C:5]2[C:10](=[CH:11][C:12]=1[O:13][CH3:14])[N:9]=[CH:8][N:7]=[C:6]2[O:15][C:16]1[CH:22]=[CH:21][C:19]([NH:20][C:38](=[O:40])[O:54][CH:52]([C:51]2[CH:55]=[CH:56][CH:57]=[CH:58][C:50]=2[Br:49])[CH3:53])=[CH:18][CH:17]=1, predict the reactants needed to synthesize it. The reactants are: [CH3:1][O:2][C:3]1[CH:4]=[C:5]2[C:10](=[CH:11][C:12]=1[O:13][CH3:14])[N:9]=[CH:8][N:7]=[C:6]2[O:15][C:16]1[CH:22]=[CH:21][C:19]([NH2:20])=[CH:18][CH:17]=1.C1(C)C=CC=CC=1.C(N(CC)CC)C.Cl[C:38](Cl)([O:40]C(=O)OC(Cl)(Cl)Cl)Cl.[Br:49][C:50]1[CH:58]=[CH:57][CH:56]=[CH:55][C:51]=1[CH:52]([OH:54])[CH3:53]. (4) Given the product [OH:33][CH2:32][CH2:31][C:28]1[CH:27]=[CH:26][C:25]([N:3]2[C:2]([NH:1][C:34](=[O:36])[CH3:35])=[C:6]3[C:7](=[O:24])[N:8]([CH2:15][C:16]4[CH:21]=[CH:20][C:19]([O:22][CH3:23])=[CH:18][CH:17]=4)[C:9]4[CH:10]=[CH:11][CH:12]=[CH:13][C:14]=4[C:5]3=[N:4]2)=[CH:30][CH:29]=1, predict the reactants needed to synthesize it. The reactants are: [NH2:1][C:2]1[N:3]([C:25]2[CH:30]=[CH:29][C:28]([CH2:31][CH2:32][OH:33])=[CH:27][CH:26]=2)[N:4]=[C:5]2[C:14]3[CH:13]=[CH:12][CH:11]=[CH:10][C:9]=3[N:8]([CH2:15][C:16]3[CH:21]=[CH:20][C:19]([O:22][CH3:23])=[CH:18][CH:17]=3)[C:7](=[O:24])[C:6]=12.[C:34](OC(=O)C)(=[O:36])[CH3:35]. (5) Given the product [CH:10]1[C:11]2[N:12]([C:14]3[CH:15]=[CH:16][C:17]4[N:18]([C:28]5[CH:29]=[CH:30][C:31]6[O:35][C:34]7[CH:36]=[CH:37][C:38]([C:40]#[N:41])=[CH:39][C:33]=7[C:32]=6[CH:42]=5)[C:19]5[C:24]([C:25]=4[CH:26]=3)=[CH:23][CH:22]=[CH:21][CH:20]=5)[C:13]3[C:5](=[CH:4][CH:3]=[CH:2][CH:1]=3)[C:6]=2[CH:7]=[CH:8][CH:9]=1, predict the reactants needed to synthesize it. The reactants are: [CH:1]1[C:13]2[N:12]([C:14]3[CH:15]=[CH:16][C:17]4[NH:18][C:19]5[C:24]([C:25]=4[CH:26]=3)=[CH:23][CH:22]=[CH:21][CH:20]=5)[C:11]3[C:6](=[CH:7][CH:8]=[CH:9][CH:10]=3)[C:5]=2[CH:4]=[CH:3][CH:2]=1.Br[C:28]1[CH:29]=[CH:30][C:31]2[O:35][C:34]3[CH:36]=[CH:37][C:38]([C:40]#[N:41])=[CH:39][C:33]=3[C:32]=2[CH:42]=1.N1C2C(=CC=C3C=2N=CC=C3)C=CC=1.[O-]P([O-])([O-])=O.[K+].[K+].[K+].